Dataset: Full USPTO retrosynthesis dataset with 1.9M reactions from patents (1976-2016). Task: Predict the reactants needed to synthesize the given product. (1) The reactants are: [CH:1](=O)[CH2:2][CH:3]([CH3:5])[CH3:4].[C:7]([O:14][CH3:15])(=[O:13])[CH2:8][C:9]([O:11][CH3:12])=[O:10].N1CCC[C@H]1C(O)=O.C(OCC)(=O)C. Given the product [CH3:4][CH:3]([CH3:5])[CH2:2][CH:1]=[C:8]([C:7]([O:14][CH3:15])=[O:13])[C:9]([O:11][CH3:12])=[O:10], predict the reactants needed to synthesize it. (2) Given the product [F:22][C:23]([F:37])([F:38])[CH2:24][CH:25]([CH3:36])[CH:26]([C:29]1[CH:30]=[CH:31][C:32]([CH3:35])=[CH:33][CH:34]=1)[C:27]([OH:39])=[O:28], predict the reactants needed to synthesize it. The reactants are: [Cr](O[Cr]([O-])(=O)=O)([O-])(=O)=O.[NH+]1C=CC=CC=1.[NH+]1C=CC=CC=1.[F:22][C:23]([F:38])([F:37])[CH2:24][CH:25]([CH3:36])[CH:26]([C:29]1[CH:34]=[CH:33][C:32]([CH3:35])=[CH:31][CH:30]=1)[CH2:27][OH:28].[OH2:39]. (3) Given the product [NH2:15][C:13]1[C:12]([O:16][C:17]2[CH:22]=[C:21]([I:23])[C:20]([O:24][CH3:25])=[CH:19][C:18]=2[CH:26]([CH3:28])[CH3:27])=[CH:11][N:10]=[C:9]([NH:8][CH:5]([CH2:6][OH:7])[CH2:4][OH:3])[N:14]=1, predict the reactants needed to synthesize it. The reactants are: CC1(C)[O:7][CH2:6][CH:5]([NH:8][C:9]2[N:14]=[C:13]([NH2:15])[C:12]([O:16][C:17]3[CH:22]=[C:21]([I:23])[C:20]([O:24][CH3:25])=[CH:19][C:18]=3[CH:26]([CH3:28])[CH3:27])=[CH:11][N:10]=2)[CH2:4][O:3]1.Cl.[OH-].[Na+].C(=O)([O-])[O-].[K+].[K+]. (4) The reactants are: [Br:1][C:2]1[CH:3]=[C:4]([NH2:9])[C:5]([Cl:8])=[N:6][CH:7]=1.[NH:10]1[CH2:15][CH2:14][O:13][CH2:12][CH2:11]1.[S:16](Cl)(Cl)(=[O:18])=[O:17].CCOC(C)=O. Given the product [Br:1][C:2]1[CH:3]=[C:4]([NH:9][S:16]([N:10]2[CH2:15][CH2:14][O:13][CH2:12][CH2:11]2)(=[O:18])=[O:17])[C:5]([Cl:8])=[N:6][CH:7]=1, predict the reactants needed to synthesize it. (5) The reactants are: C([O:5][C:6](=[O:16])[CH2:7][C@@H:8]([CH2:14][NH2:15])[C@@H:9]([CH3:13])[CH:10]([CH3:12])[CH3:11])(C)(C)C. Given the product [NH2:15][CH2:14][C@@H:8]([C@@H:9]([CH3:13])[CH:10]([CH3:12])[CH3:11])[CH2:7][C:6]([OH:16])=[O:5], predict the reactants needed to synthesize it. (6) Given the product [CH2:17]([O:21][C:22]([C:24]1[N:25]=[C:26]([C:2]2[CH:3]=[CH:4][CH:5]=[CH:6][N:1]=2)[C:27]2[C:32]([C:33]=1[O:34][CH2:35][C:36]1[CH:41]=[CH:40][CH:39]=[CH:38][CH:37]=1)=[CH:31][CH:30]=[CH:29][CH:28]=2)=[O:23])[CH2:18][CH2:19][CH3:20], predict the reactants needed to synthesize it. The reactants are: [N:1]1[CH:6]=[CH:5][CH:4]=[CH:3][C:2]=1B(O)O.C1(C)C=CC=CC=1.[CH2:17]([O:21][C:22]([C:24]1[N:25]=[C:26](Br)[C:27]2[C:32]([C:33]=1[O:34][CH2:35][C:36]1[CH:41]=[CH:40][CH:39]=[CH:38][CH:37]=1)=[CH:31][CH:30]=[CH:29][CH:28]=2)=[O:23])[CH2:18][CH2:19][CH3:20].C([O-])([O-])=O.[Na+].[Na+]. (7) Given the product [CH3:15][C:9]1([CH2:16][OH:17])[CH2:10][O:11][CH:12]([CH3:14])[CH2:13][NH:8]1, predict the reactants needed to synthesize it. The reactants are: C([N:8]1[CH2:13][CH:12]([CH3:14])[O:11][CH2:10][C:9]1([CH2:16][OH:17])[CH3:15])C1C=CC=CC=1. (8) Given the product [OH:1][CH:2]1[CH2:3][N:4]([C:6]([N:8]2[CH2:13][CH:12]([C:14]3[CH:15]=[CH:16][C:17]([C:20]([F:23])([F:21])[F:22])=[CH:18][CH:19]=3)[CH2:11][CH:10]([C:24]3[O:26][N:36]=[C:29]([CH2:30][CH2:31][O:32][CH:33]([CH3:35])[CH3:34])[N:28]=3)[CH2:9]2)=[O:7])[CH2:5]1, predict the reactants needed to synthesize it. The reactants are: [OH:1][CH:2]1[CH2:5][N:4]([C:6]([N:8]2[CH2:13][CH:12]([C:14]3[CH:19]=[CH:18][C:17]([C:20]([F:23])([F:22])[F:21])=[CH:16][CH:15]=3)[CH2:11][CH:10]([C:24]([OH:26])=O)[CH2:9]2)=[O:7])[CH2:3]1.O[N:28]=[C:29]([NH2:36])[CH2:30][CH2:31][O:32][CH:33]([CH3:35])[CH3:34]. (9) Given the product [CH3:18][C:19]1[N:20]=[CH:21][S:22][C:23]=1[C:2]1[CH:7]=[CH:6][C:5]([C@@H:8]([NH:10][C:11](=[O:17])[O:12][C:13]([CH3:16])([CH3:15])[CH3:14])[CH3:9])=[CH:4][CH:3]=1, predict the reactants needed to synthesize it. The reactants are: Br[C:2]1[CH:7]=[CH:6][C:5]([C@@H:8]([NH:10][C:11](=[O:17])[O:12][C:13]([CH3:16])([CH3:15])[CH3:14])[CH3:9])=[CH:4][CH:3]=1.[CH3:18][C:19]1[N:20]=[CH:21][S:22][CH:23]=1.C([O-])(=O)C.[K+].O. (10) Given the product [CH3:1][O:2][C:3]1[CH:4]=[CH:5][C:6]([S:9]([C:12]2[C:17]([CH2:18][C:19]3[C:27]4[C:26](=[O:28])[CH2:25][C:24]([CH3:30])([CH3:29])[CH2:23][C:22]=4[N:21]([CH2:31][C:32]([OH:34])=[O:33])[C:20]=3[CH3:37])=[CH:16][CH:15]=[CH:14][N:13]=2)(=[O:11])=[O:10])=[CH:7][CH:8]=1, predict the reactants needed to synthesize it. The reactants are: [CH3:1][O:2][C:3]1[CH:8]=[CH:7][C:6]([S:9]([C:12]2[C:17]([CH2:18][C:19]3[C:27]4[C:26](=[O:28])[CH2:25][C:24]([CH3:30])([CH3:29])[CH2:23][C:22]=4[N:21]([CH2:31][C:32]([O:34]CC)=[O:33])[C:20]=3[CH3:37])=[CH:16][CH:15]=[CH:14][N:13]=2)(=[O:11])=[O:10])=[CH:5][CH:4]=1.[OH-].[Na+].